This data is from Retrosynthesis with 50K atom-mapped reactions and 10 reaction types from USPTO. The task is: Predict the reactants needed to synthesize the given product. Given the product C[C@H]1CN(c2ncc(-c3cn[nH]c3)cc2C=O)C[C@@H](C)O1, predict the reactants needed to synthesize it. The reactants are: C[C@H]1CN(c2ncc(Br)cc2C=O)C[C@@H](C)O1.OB(O)c1cn[nH]c1.